From a dataset of hERG Central: cardiac toxicity at 1µM, 10µM, and general inhibition. Predict hERG channel inhibition at various concentrations. (1) The drug is Cc1ccc(N(CC(O)CN2CCCCC2)S(=O)(=O)c2ccccc2[N+](=O)[O-])cc1. Results: hERG_inhib (hERG inhibition (general)): blocker. (2) The molecule is CCC1CCCCN1CCCNC(=O)C1CCC(CNS(=O)(=O)c2c(C)cc(C)cc2C)CC1. Results: hERG_inhib (hERG inhibition (general)): blocker. (3) The drug is COCCNC(=O)CSc1nc2ccc(N3CCOCC3)cc2c(=O)n1CCc1ccccc1. Results: hERG_inhib (hERG inhibition (general)): blocker. (4) The drug is S=C(NCCc1ccccc1)N1CCN(C23CC4CC(CC(C4)C2)C3)CC1. Results: hERG_inhib (hERG inhibition (general)): blocker. (5) The molecule is CC(C)[C@H]1CN=C2N1C[C@@H](Cc1ccc(O)cc1)N2C[C@H](C)NC(=O)CCC1CCCCC1. Results: hERG_inhib (hERG inhibition (general)): blocker. (6) The drug is O=C1CC(c2cccc(Cl)c2)CC(O)=C1C=NC1CCCC1. Results: hERG_inhib (hERG inhibition (general)): blocker.